Dataset: Forward reaction prediction with 1.9M reactions from USPTO patents (1976-2016). Task: Predict the product of the given reaction. (1) Given the reactants [O:1]=[C:2]1[NH:7][C:6]2[CH:8]=[C:9]([CH2:12][N:13]3[CH2:18][CH2:17][N:16]([C:19]4[CH:27]=[CH:26][C:22]([C:23]([OH:25])=O)=[CH:21][CH:20]=4)[CH2:15][CH2:14]3)[CH:10]=[N:11][C:5]=2[N:4]2[CH2:28][CH2:29][CH2:30][C@@H:3]12.[NH:31]1[CH2:35][CH2:34][CH2:33][CH2:32]1.CN(C(ON1N=NC2C=CC=NC1=2)=[N+](C)C)C.F[P-](F)(F)(F)(F)F.CN1CCOCC1, predict the reaction product. The product is: [N:31]1([C:23]([C:22]2[CH:21]=[CH:20][C:19]([N:16]3[CH2:15][CH2:14][N:13]([CH2:12][C:9]4[CH:10]=[N:11][C:5]5[N:4]6[CH2:28][CH2:29][CH2:30][C@H:3]6[C:2](=[O:1])[NH:7][C:6]=5[CH:8]=4)[CH2:18][CH2:17]3)=[CH:27][CH:26]=2)=[O:25])[CH2:35][CH2:34][CH2:33][CH2:32]1. (2) Given the reactants [C:1]([O:5][C:6]([N:8]1[C:17]2[C:12](=[CH:13][C:14]([C:18]3[CH:23]=[CH:22][CH:21]=[CH:20][CH:19]=3)=[CH:15][CH:16]=2)[C:11]([CH2:24]O)=[CH:10][C:9]1([CH3:27])[CH3:26])=[O:7])([CH3:4])([CH3:3])[CH3:2].C(Br)(Br)(Br)[Br:29].C1(P(C2C=CC=CC=2)C2C=CC=CC=2)C=CC=CC=1, predict the reaction product. The product is: [C:1]([O:5][C:6]([N:8]1[C:17]2[C:12](=[CH:13][C:14]([C:18]3[CH:23]=[CH:22][CH:21]=[CH:20][CH:19]=3)=[CH:15][CH:16]=2)[C:11]([CH2:24][Br:29])=[CH:10][C:9]1([CH3:27])[CH3:26])=[O:7])([CH3:4])([CH3:3])[CH3:2].